Dataset: Peptide-MHC class I binding affinity with 185,985 pairs from IEDB/IMGT. Task: Regression. Given a peptide amino acid sequence and an MHC pseudo amino acid sequence, predict their binding affinity value. This is MHC class I binding data. (1) The peptide sequence is KPLKDVERL. The MHC is HLA-B54:01 with pseudo-sequence HLA-B54:01. The binding affinity (normalized) is 0.0921. (2) The peptide sequence is LITEQFLCY. The MHC is HLA-B27:03 with pseudo-sequence HLA-B27:03. The binding affinity (normalized) is 0.0847. (3) The peptide sequence is IIGFFLVTY. The MHC is HLA-B58:01 with pseudo-sequence HLA-B58:01. The binding affinity (normalized) is 0.0847. (4) The peptide sequence is YSSHELWHF. The MHC is HLA-A69:01 with pseudo-sequence HLA-A69:01. The binding affinity (normalized) is 0.0847. (5) The peptide sequence is RPMTFKAAV. The MHC is HLA-B42:01 with pseudo-sequence HLA-B42:01. The binding affinity (normalized) is 0.795. (6) The peptide sequence is YVKNGTKGKL. The MHC is HLA-A02:03 with pseudo-sequence HLA-A02:03. The binding affinity (normalized) is 0.179. (7) The peptide sequence is HPPTEVFLQL. The MHC is Mamu-A01 with pseudo-sequence Mamu-A01. The binding affinity (normalized) is 0.299. (8) The peptide sequence is EVVDMLSTY. The MHC is HLA-B51:01 with pseudo-sequence HLA-B51:01. The binding affinity (normalized) is 0.0847. (9) The peptide sequence is SYGCPTNPF. The MHC is HLA-A03:01 with pseudo-sequence HLA-A03:01. The binding affinity (normalized) is 0.213. (10) The peptide sequence is AVVCLVDTL. The MHC is H-2-Kb with pseudo-sequence H-2-Kb. The binding affinity (normalized) is 0.144.